This data is from Forward reaction prediction with 1.9M reactions from USPTO patents (1976-2016). The task is: Predict the product of the given reaction. (1) Given the reactants [CH:1]1([NH:6][C@H:7]([CH2:12][CH3:13])[C:8]([O:10][CH3:11])=[O:9])[CH2:5][CH2:4][CH2:3][CH2:2]1.C(=O)(O)[O-].[Na+].[Cl:19][C:20]1[N:25]=[C:24](Cl)[C:23]([N+:27]([O-:29])=[O:28])=[CH:22][N:21]=1, predict the reaction product. The product is: [Cl:19][C:20]1[N:25]=[C:24]([N:6]([CH:1]2[CH2:2][CH2:3][CH2:4][CH2:5]2)[C@H:7]([CH2:12][CH3:13])[C:8]([O:10][CH3:11])=[O:9])[C:23]([N+:27]([O-:29])=[O:28])=[CH:22][N:21]=1. (2) Given the reactants [CH3:1][C:2]1[CH:3]=[C:4]([CH:6]=[C:7]([CH3:15])[C:8]=1[C:9]1[CH:14]=[CH:13][CH:12]=[CH:11][CH:10]=1)[NH2:5].Cl[C:17]1[C:18]([NH:23][C:24]2[CH:29]=[CH:28][CH:27]=[CH:26][CH:25]=2)=[N:19][CH:20]=[CH:21][N:22]=1.CC(C)([O-])C.[Na+].C1C=CC(P(C2C(C3C(P(C4C=CC=CC=4)C4C=CC=CC=4)=CC=C4C=3C=CC=C4)=C3C(C=CC=C3)=CC=2)C2C=CC=CC=2)=CC=1, predict the reaction product. The product is: [CH3:15][C:7]1[CH:6]=[C:4]([NH:5][C:17]2[C:18]([NH:23][C:24]3[CH:29]=[CH:28][CH:27]=[CH:26][CH:25]=3)=[N:19][CH:20]=[CH:21][N:22]=2)[CH:3]=[C:2]([CH3:1])[C:8]=1[C:9]1[CH:10]=[CH:11][CH:12]=[CH:13][CH:14]=1. (3) Given the reactants [O:1]([C:8]1[N:13]=[CH:12][C:11]([C:14](=[O:16])[CH3:15])=[CH:10][N:9]=1)[C:2]1[CH:7]=[CH:6][CH:5]=[CH:4][CH:3]=1.[Br-:17].[Br-].[Br-].C([N+](CCCC)(CCCC)CCCC)CCC.C([N+](CCCC)(CCCC)CCCC)CCC.C([N+](CCCC)(CCCC)CCCC)CCC.CCCCCC, predict the reaction product. The product is: [Br:17][CH2:15][C:14]([C:11]1[CH:12]=[N:13][C:8]([O:1][C:2]2[CH:3]=[CH:4][CH:5]=[CH:6][CH:7]=2)=[N:9][CH:10]=1)=[O:16]. (4) Given the reactants [NH2:1][C:2]1[CH:7]=[CH:6][CH:5]=[CH:4][N:3]=1.[CH2:8]([O:12]/[CH:13]=[CH:14]/[C:15]1[C:20]([F:21])=[CH:19][N:18]=[C:17]([Cl:22])[N:16]=1)[CH2:9][CH2:10][CH3:11].ClC1N=C(Cl)C(F)=CN=1, predict the reaction product. The product is: [Cl:22][C:17]1[N:16]=[C:15]([C:14]2[N:3]3[CH:4]=[CH:5][CH:6]=[CH:7][C:2]3=[N:1][CH:13]=2)[C:20]([F:21])=[CH:19][N:18]=1.[CH2:8]([O:12]/[CH:13]=[CH:14]/[C:15]1[C:20]([F:21])=[CH:19][N:18]=[C:17]([Cl:22])[N:16]=1)[CH2:9][CH2:10][CH3:11]. (5) Given the reactants Cl[C:2]1[C:3]2[N:4]([CH:10]=[CH:11][CH:12]=2)[N:5]=[CH:6][C:7]=1[C:8]#[N:9].[CH2:13]([N:20]1[CH2:25][CH2:24][CH:23]([CH3:26])[CH:22]([NH2:27])[CH2:21]1)[C:14]1[CH:19]=[CH:18][CH:17]=[CH:16][CH:15]=1.C(N(C(C)C)CC)(C)C, predict the reaction product. The product is: [CH2:13]([N:20]1[CH2:25][CH2:24][CH:23]([CH3:26])[CH:22]([NH:27][C:2]2[C:3]3[N:4]([CH:10]=[CH:11][CH:12]=3)[N:5]=[CH:6][C:7]=2[C:8]#[N:9])[CH2:21]1)[C:14]1[CH:15]=[CH:16][CH:17]=[CH:18][CH:19]=1. (6) Given the reactants [OH:1][C:2]1[CH:7]=[CH:6][C:5]([C:8]2[C:17](=O)[C:16]3[C:11](=[CH:12][C:13]([O:19]CCN4CCCCC4)=[CH:14][CH:15]=3)[O:10][CH:9]=2)=[CH:4][CH:3]=1.[CH:28]1[C:33]([C@H]2CO[C:29]3[CH:30]=C(O)C=[CH:33][C:28]=3C2)=CC=[C:30](O)[CH:29]=1.BrCCCC, predict the reaction product. The product is: [CH2:33]([O:19][C:13]1[CH:12]=[C:11]2[C:16]([CH2:17][CH:8]([C:5]3[CH:4]=[CH:3][C:2]([OH:1])=[CH:7][CH:6]=3)[CH2:9][O:10]2)=[CH:15][CH:14]=1)[CH2:28][CH2:29][CH3:30].